This data is from Full USPTO retrosynthesis dataset with 1.9M reactions from patents (1976-2016). The task is: Predict the reactants needed to synthesize the given product. (1) Given the product [CH2:11]([C@@H:18]1[CH2:22][O:21][C:20](=[O:23])[N:19]1[C:24](=[O:88])[C@@H:25]([CH3:1])[CH2:26][C@H:27]([CH3:87])[C@@H:28]([O:77][CH2:78][C:79]1[CH:84]=[CH:83][C:82]([O:85][CH3:86])=[CH:81][CH:80]=1)[C@@H:29]([CH3:76])[CH:30]=[CH:31][C@@H:32]([O:68][Si:69]([C:72]([CH3:73])([CH3:74])[CH3:75])([CH3:70])[CH3:71])[CH2:33][C@H:34]([O:60][Si:61]([C:64]([CH3:65])([CH3:66])[CH3:67])([CH3:63])[CH3:62])[C@H:35]([CH3:59])[CH:36]=[CH:37][CH2:38][O:39][C:40]([C:47]1[CH:48]=[CH:49][CH:50]=[CH:51][CH:52]=1)([C:53]1[CH:58]=[CH:57][CH:56]=[CH:55][CH:54]=1)[C:41]1[CH:42]=[CH:43][CH:44]=[CH:45][CH:46]=1)[C:12]1[CH:13]=[CH:14][CH:15]=[CH:16][CH:17]=1, predict the reactants needed to synthesize it. The reactants are: [CH3:1][Si]([N-][Si](C)(C)C)(C)C.[Na+].[CH2:11]([C@@H:18]1[CH2:22][O:21][C:20](=[O:23])[N:19]1[C:24](=[O:88])[CH2:25][CH2:26][C@@H:27]([CH3:87])[C@@H:28]([O:77][CH2:78][C:79]1[CH:84]=[CH:83][C:82]([O:85][CH3:86])=[CH:81][CH:80]=1)[C@@H:29]([CH3:76])[CH:30]=[CH:31][C@@H:32]([O:68][Si:69]([C:72]([CH3:75])([CH3:74])[CH3:73])([CH3:71])[CH3:70])[CH2:33][C@H:34]([O:60][Si:61]([C:64]([CH3:67])([CH3:66])[CH3:65])([CH3:63])[CH3:62])[C@@H:35]([CH3:59])[CH:36]=[CH:37][CH2:38][O:39][C:40]([C:53]1[CH:58]=[CH:57][CH:56]=[CH:55][CH:54]=1)([C:47]1[CH:52]=[CH:51][CH:50]=[CH:49][CH:48]=1)[C:41]1[CH:46]=[CH:45][CH:44]=[CH:43][CH:42]=1)[C:12]1[CH:17]=[CH:16][CH:15]=[CH:14][CH:13]=1.CI. (2) Given the product [CH3:6][NH:8][C@@H:9]1[CH2:14][CH2:13][C@H:12]([C:15]([OH:17])=[O:16])[CH2:11][CH2:10]1, predict the reactants needed to synthesize it. The reactants are: CC(O[C:6]([N:8](C)[C@@H:9]1[CH2:14][CH2:13][C@H:12]([C:15]([OH:17])=[O:16])[CH2:11][CH2:10]1)=O)(C)C.Cl.